From a dataset of CYP2C9 inhibition data for predicting drug metabolism from PubChem BioAssay. Regression/Classification. Given a drug SMILES string, predict its absorption, distribution, metabolism, or excretion properties. Task type varies by dataset: regression for continuous measurements (e.g., permeability, clearance, half-life) or binary classification for categorical outcomes (e.g., BBB penetration, CYP inhibition). Dataset: cyp2c9_veith. (1) The molecule is CCN(CC)CCOC(=O)[C@@H](Cc1cccc2ccccc12)C[C@@H]1CCCO1. The result is 0 (non-inhibitor). (2) The drug is O=c1onc2n1-c1cc(Br)ccc1OC2. The result is 0 (non-inhibitor). (3) The compound is Clc1ccc(N2N=C(c3cccs3)CC2c2ccco2)cc1. The result is 1 (inhibitor). (4) The molecule is Br/C(=N\Nc1nn[nH]n1)c1ccncc1. The result is 0 (non-inhibitor). (5) The drug is Cc1ccc(CONC(=O)/N=C/N(C)C)cc1. The result is 0 (non-inhibitor). (6) The drug is Cn1cc(C(=O)c2ccc(Cl)cc2)cc1-c1nc2ccccc2n1C. The result is 1 (inhibitor).